Predict the product of the given reaction. From a dataset of Forward reaction prediction with 1.9M reactions from USPTO patents (1976-2016). (1) Given the reactants [NH2:1][C:2]1[CH:36]=[CH:35][C:5]([O:6][C:7]2[CH:12]=[CH:11][N:10]=[C:9]3[CH:13]=[C:14]([C:16]4[N:17]([CH3:34])[C:18]([CH2:21][N:22]([CH2:30][CH2:31][O:32][CH3:33])[C:23](=[O:29])[O:24][C:25]([CH3:28])([CH3:27])[CH3:26])=[CH:19][N:20]=4)[S:15][C:8]=23)=[C:4]([F:37])[CH:3]=1.[O:38]=[C:39]([NH:44][C:45]1[CH:50]=[CH:49][CH:48]=[CH:47][CH:46]=1)[CH2:40][C:41](O)=[O:42].C(Cl)CCl, predict the reaction product. The product is: [F:37][C:4]1[CH:3]=[C:2]([NH:1][C:41](=[O:42])[CH2:40][C:39](=[O:38])[NH:44][C:45]2[CH:46]=[CH:47][CH:48]=[CH:49][CH:50]=2)[CH:36]=[CH:35][C:5]=1[O:6][C:7]1[CH:12]=[CH:11][N:10]=[C:9]2[CH:13]=[C:14]([C:16]3[N:17]([CH3:34])[C:18]([CH2:21][N:22]([CH2:30][CH2:31][O:32][CH3:33])[C:23](=[O:29])[O:24][C:25]([CH3:28])([CH3:27])[CH3:26])=[CH:19][N:20]=3)[S:15][C:8]=12. (2) The product is: [CH3:26][O:25][C:18]1[CH:19]=[CH:20][CH:21]=[C:22]([O:23][CH3:24])[C:17]=1[CH2:16][NH:15][C:13]([NH:12][C:7]1[C:6]([C:27]2[CH:32]=[CH:31][CH:30]=[CH:29][CH:28]=2)=[CH:11][CH:10]=[CH:9][N:8]=1)=[NH:14]. Given the reactants C(O)(=O)C.Br[C:6]1[C:7]([NH:12][C:13]([NH:15][CH2:16][C:17]2[C:22]([O:23][CH3:24])=[CH:21][CH:20]=[CH:19][C:18]=2[O:25][CH3:26])=[NH:14])=[N:8][CH:9]=[CH:10][CH:11]=1.[C:27]1(OB(O)O)[CH:32]=[CH:31][CH:30]=[CH:29][CH:28]=1.C(=O)([O-])[O-].[Na+].[Na+], predict the reaction product.